This data is from Catalyst prediction with 721,799 reactions and 888 catalyst types from USPTO. The task is: Predict which catalyst facilitates the given reaction. Reactant: Br[CH:2]([C:11]([C:13]1[C:22]2[C:17](=[CH:18][CH:19]=[CH:20][CH:21]=2)[C:16]([F:23])=[CH:15][CH:14]=1)=[O:12])[CH2:3][CH2:4][CH2:5][C:6]([O:8][CH2:9][CH3:10])=[O:7].C([O-])=[O:25].[Na+].CO. Product: [F:23][C:16]1[C:17]2[C:22](=[CH:21][CH:20]=[CH:19][CH:18]=2)[C:13]([C:11](=[O:12])[CH:2]([OH:25])[CH2:3][CH2:4][CH2:5][C:6]([O:8][CH2:9][CH3:10])=[O:7])=[CH:14][CH:15]=1. The catalyst class is: 13.